From a dataset of Forward reaction prediction with 1.9M reactions from USPTO patents (1976-2016). Predict the product of the given reaction. (1) Given the reactants Cl.[CH2:2]([N:4]1[N:8]=[N:7][C:6]([CH2:9][N:10]2[C:15]3[CH:16]=[C:17]([C:19]4[CH:24]=[CH:23][C:22]([F:25])=[CH:21][CH:20]=4)[S:18][C:14]=3[C:13](=[O:26])[N:12]([CH:27]3[CH2:32][CH2:31][NH:30][CH2:29][CH2:28]3)[C:11]2=[O:33])=[N:5]1)[CH3:3].[CH2:34]([O:36][C:37]1[C:46]([O:47][CH3:48])=[CH:45][C:44]2[C:43]([C:49]3[CH:50]=[C:51]([CH:55]=[CH:56][CH:57]=3)[C:52](O)=[O:53])=[N:42][C@@H:41]3[CH2:58][CH2:59][S:60][CH2:61][C@@H:40]3[C:39]=2[CH:38]=1)[CH3:35].CN(C(ON1N=NC2C=CC=CC1=2)=[N+](C)C)C.F[P-](F)(F)(F)(F)F.CCN(C(C)C)C(C)C, predict the reaction product. The product is: [CH2:34]([O:36][C:37]1[C:46]([O:47][CH3:48])=[CH:45][C:44]2[C:43]([C:49]3[CH:50]=[C:51]([C:52]([N:30]4[CH2:31][CH2:32][CH:27]([N:12]5[C:13](=[O:26])[C:14]6[S:18][C:17]([C:19]7[CH:20]=[CH:21][C:22]([F:25])=[CH:23][CH:24]=7)=[CH:16][C:15]=6[N:10]([CH2:9][C:6]6[N:7]=[N:8][N:4]([CH2:2][CH3:3])[N:5]=6)[C:11]5=[O:33])[CH2:28][CH2:29]4)=[O:53])[CH:55]=[CH:56][CH:57]=3)=[N:42][C@@H:41]3[CH2:58][CH2:59][S:60][CH2:61][C@@H:40]3[C:39]=2[CH:38]=1)[CH3:35]. (2) The product is: [CH2:1]([NH:4][C:14]1[N:15]=[C:10]([NH:9][C:5]([CH3:8])([CH3:7])[CH3:6])[C:11]2[S:19][CH:18]=[C:17]([CH3:20])[C:12]=2[N:13]=1)[CH:2]=[CH2:3]. Given the reactants [CH2:1]([NH2:4])[CH:2]=[CH2:3].[C:5]([NH:9][C:10]1[C:11]2[S:19][CH:18]=[C:17]([CH3:20])[C:12]=2[N:13]=[C:14](Cl)[N:15]=1)([CH3:8])([CH3:7])[CH3:6], predict the reaction product. (3) Given the reactants CC1(C)C(C)(C)OB([C:9]2[CH:10]=[C:11]3[C:16](=[CH:17][CH:18]=2)[CH:15]=[C:14]([C:19]2[NH:23][C:22]([C@@H:24]4[CH2:29][C@@H:28]5[C@@H:26]([CH2:27]5)[N:25]4[C:30]([O:32][C:33]([CH3:36])([CH3:35])[CH3:34])=[O:31])=[N:21][CH:20]=2)[CH:13]=[CH:12]3)O1.Br[C:39]1[CH:40]=[C:41]([C:45]2[N:46]=[C:47]([C@@H:50]3[CH2:55][C@@H:54]4[C@@H:52]([CH2:53]4)[N:51]3[C:56]([O:58][C:59]([CH3:62])([CH3:61])[CH3:60])=[O:57])[NH:48][CH:49]=2)[CH:42]=[CH:43][CH:44]=1.C(=O)([O-])[O-].[Cs+].[Cs+], predict the reaction product. The product is: [C:33]([O:32][C:30]([N:25]1[C@@H:24]([C:22]2[NH:21][CH:20]=[C:19]([C:14]3[CH:15]=[C:16]4[C:11](=[CH:12][CH:13]=3)[CH:10]=[C:9]([C:39]3[CH:40]=[C:41]([C:45]5[N:46]=[C:47]([C@@H:50]6[CH2:55][C@@H:54]7[C@@H:52]([CH2:53]7)[N:51]6[C:56]([O:58][C:59]([CH3:62])([CH3:61])[CH3:60])=[O:57])[NH:48][CH:49]=5)[CH:42]=[CH:43][CH:44]=3)[CH:18]=[CH:17]4)[N:23]=2)[CH2:29][C@H:28]2[C@@H:26]1[CH2:27]2)=[O:31])([CH3:35])([CH3:36])[CH3:34]. (4) Given the reactants [CH:1]1[C:6]([CH2:7][CH2:8][C:9]2[C:13]3[C:14]([NH:16][C:17]([NH2:19])=[N:18][C:12]=3[NH:11][CH:10]=2)=[O:15])=[CH:5][CH:4]=[C:3]([C:20]([NH:22][C@@H:23]([C:29]([OH:31])=[O:30])[CH2:24][CH2:25][C:26]([OH:28])=[O:27])=[O:21])[CH:2]=1.[OH-].[Na+:33], predict the reaction product. The product is: [CH:5]1[C:6]([CH2:7][CH2:8][C:9]2[C:13]3[C:14]([NH:16][C:17]([NH2:19])=[N:18][C:12]=3[NH:11][CH:10]=2)=[O:15])=[CH:1][CH:2]=[C:3]([C:20]([NH:22][C@@H:23]([C:29]([O-:31])=[O:30])[CH2:24][CH2:25][C:26]([O-:28])=[O:27])=[O:21])[CH:4]=1.[Na+:33].[Na+:33]. (5) The product is: [C:1]([O:5][C:6]([N:8]1[CH:12]=[C:11]([C:13]2[C:18]([O:19][CH3:20])=[CH:17][C:16]3[O:21][CH2:22][C:23]4[C:27]([C:28](=[O:30])[N:74]([C:71]([CH3:73])([CH3:72])[CH3:70])[CH3:75])=[N:26][N:25]([C:31]5[CH:35]=[CH:34][S:33][CH:32]=5)[C:24]=4[C:15]=3[CH:14]=2)[CH:10]=[N:9]1)=[O:7])([CH3:2])([CH3:3])[CH3:4]. Given the reactants [C:1]([O:5][C:6]([N:8]1[CH:12]=[C:11]([C:13]2[C:18]([O:19][CH3:20])=[CH:17][C:16]3[O:21][CH2:22][C:23]4[C:27]([C:28]([OH:30])=O)=[N:26][N:25]([C:31]5[CH:35]=[CH:34][S:33][CH:32]=5)[C:24]=4[C:15]=3[CH:14]=2)[CH:10]=[N:9]1)=[O:7])([CH3:4])([CH3:3])[CH3:2].C(Cl)Cl.CCN(C(C)C)C(C)C.[B-](F)(F)(F)F.CN(C(ON1N=NC2C1=CC=CC=2)=[N+](C)C)C.[CH3:70][C:71]([NH:74][CH3:75])([CH3:73])[CH3:72], predict the reaction product. (6) Given the reactants [C:1]([CH2:4][C@H:5]1[CH2:16][CH2:15][C:14]2[S:13][C:12]3[N:11]=[CH:10][N:9]=[C:8]([O:17][CH:18]4[CH2:23][CH2:22][C:21]([NH:25]C(=O)OC(C)(C)C)([CH3:24])[CH2:20][CH2:19]4)[C:7]=3[C:6]1=2)(=[O:3])[NH2:2].Cl, predict the reaction product. The product is: [NH2:25][C:21]1([CH3:24])[CH2:20][CH2:19][CH:18]([O:17][C:8]2[C:7]3[C:6]4[C@@H:5]([CH2:4][C:1]([NH2:2])=[O:3])[CH2:16][CH2:15][C:14]=4[S:13][C:12]=3[N:11]=[CH:10][N:9]=2)[CH2:23][CH2:22]1. (7) Given the reactants Br[C:2]1[C:10]2[C:5](=[N:6][CH:7]=[CH:8][CH:9]=2)[N:4]([C:11]([C:13]2[C:22]3[C:17](=[CH:18][CH:19]=[CH:20][CH:21]=3)[CH:16]=[CH:15][C:14]=2[O:23][CH2:24][CH3:25])=[O:12])[CH:3]=1.[CH3:26][S:27]([C:30]1[CH:35]=[CH:34][C:33](B(O)O)=[CH:32][CH:31]=1)(=[O:29])=[O:28], predict the reaction product. The product is: [CH2:24]([O:23][C:14]1[CH:15]=[CH:16][C:17]2[C:22](=[CH:21][CH:20]=[CH:19][CH:18]=2)[C:13]=1[C:11]([N:4]1[C:5]2=[N:6][CH:7]=[CH:8][CH:9]=[C:10]2[C:2]([C:33]2[CH:34]=[CH:35][C:30]([S:27]([CH3:26])(=[O:29])=[O:28])=[CH:31][CH:32]=2)=[CH:3]1)=[O:12])[CH3:25]. (8) Given the reactants [C:1]([O:5][C:6]([N:8]([CH3:14])[C@@H:9]([CH3:13])[C:10]([OH:12])=O)=[O:7])([CH3:4])([CH3:3])[CH3:2].[NH2:15][C@@H:16]([CH:33]1[CH2:38][CH2:37][O:36][CH2:35][CH2:34]1)[C:17]([N:19]1[C:23]2=[N:24][CH:25]=[CH:26][CH:27]=[C:22]2[CH2:21][C@H:20]1[C:28]([O:30][CH2:31][CH3:32])=[O:29])=[O:18].CN(C(ON1N=NC2C=CC=NC1=2)=[N+](C)C)C.F[P-](F)(F)(F)(F)F.C(N(C(C)C)CC)(C)C, predict the reaction product. The product is: [C:1]([O:5][C:6]([N:8]([CH3:14])[C@@H:9]([CH3:13])[C:10]([NH:15][C@@H:16]([CH:33]1[CH2:38][CH2:37][O:36][CH2:35][CH2:34]1)[C:17]([N:19]1[C:23]2=[N:24][CH:25]=[CH:26][CH:27]=[C:22]2[CH2:21][C@H:20]1[C:28]([O:30][CH2:31][CH3:32])=[O:29])=[O:18])=[O:12])=[O:7])([CH3:2])([CH3:3])[CH3:4]. (9) Given the reactants Cl[C:2]1[CH:11]=[CH:10][C:9]2[C:4](=[CH:5][CH:6]=[CH:7][CH:8]=2)[N:3]=1.C[N:13]1[C:21]2[C:16](=[CH:17][C:18](B3OC(C)(C)C(C)(C)O3)=[CH:19][CH:20]=2)[CH:15]=[CH:14]1, predict the reaction product. The product is: [NH:13]1[C:21]2[C:16](=[CH:17][C:18]([C:2]3[CH:11]=[CH:10][C:9]4[C:4](=[CH:5][CH:6]=[CH:7][CH:8]=4)[N:3]=3)=[CH:19][CH:20]=2)[CH:15]=[CH:14]1.